Predict which catalyst facilitates the given reaction. From a dataset of Catalyst prediction with 721,799 reactions and 888 catalyst types from USPTO. (1) Reactant: [O:1]=[C:2]1[C:7]2[CH:8]=[CH:9][CH:10]=[CH:11][C:6]=2[S:5][C:4]([C:12]2[N:17]=[C:16]([CH2:18][S:19]([O-])(=O)=O)[CH:15]=[CH:14][CH:13]=2)=[N:3]1.C[S-].[Na+].[C:26](OCC)(=O)C.O. Product: [CH3:26][S:19][CH2:18][C:16]1[N:17]=[C:12]([C:4]2[S:5][C:6]3[CH:11]=[CH:10][CH:9]=[CH:8][C:7]=3[C:2](=[O:1])[N:3]=2)[CH:13]=[CH:14][CH:15]=1. The catalyst class is: 3. (2) Reactant: [C:1](Cl)(=[O:4])[CH:2]=[CH2:3].[C:6]12([OH:17])[CH2:15][CH:10]3[CH2:11][CH:12]([CH2:14][C:8]([OH:16])([CH2:9]3)[CH2:7]1)[CH2:13]2.C(N(CC)CC)C.O1CCCC1. Product: [C:1]([O:17][C:6]12[CH2:15][CH:10]3[CH2:11][CH:12]([CH2:14][C:8]([OH:16])([CH2:9]3)[CH2:7]1)[CH2:13]2)(=[O:4])[CH:2]=[CH2:3]. The catalyst class is: 6. (3) Reactant: [CH3:1][O:2][C:3]1[CH:8]=[C:7]([CH2:9][OH:10])[CH:6]=[CH:5][N:4]=1.C(N(CC)CC)C.O. Product: [CH3:1][O:2][C:3]1[CH:8]=[C:7]([CH:6]=[CH:5][N:4]=1)[CH:9]=[O:10]. The catalyst class is: 16.